From a dataset of Full USPTO retrosynthesis dataset with 1.9M reactions from patents (1976-2016). Predict the reactants needed to synthesize the given product. (1) The reactants are: [Cl:1][C:2]1[CH:3]=[C:4]([CH3:26])[C:5]2[N:10]=[C:9]([C:11]3[C:12]([C:17]4[CH:22]=[CH:21][CH:20]=[CH:19][C:18]=4[Cl:23])=[N:13][N:14]([CH3:16])[CH:15]=3)[O:8][C:7](=O)[C:6]=2[CH:25]=1.[OH2:27].[NH2:28][NH2:29].CN1CCCC1=O. Given the product [Cl:1][C:2]1[CH:3]=[C:4]([CH3:26])[C:5]([NH:10][C:9]([C:11]2[C:12]([C:17]3[CH:22]=[CH:21][CH:20]=[CH:19][C:18]=3[Cl:23])=[N:13][N:14]([CH3:16])[CH:15]=2)=[O:8])=[C:6]([C:7]([NH:28][NH2:29])=[O:27])[CH:25]=1, predict the reactants needed to synthesize it. (2) Given the product [C:1]([O:5][C:6](=[O:30])[N:7]([CH3:33])[C:8]12[CH2:13][CH:12]1[CH2:11][N:10]([S:14]([C:17]1[CH:18]=[CH:19][C:20]([CH3:23])=[CH:21][CH:22]=1)(=[O:16])=[O:15])[CH:9]2[C:24]1[CH:25]=[CH:26][CH:27]=[CH:28][CH:29]=1)([CH3:4])([CH3:2])[CH3:3], predict the reactants needed to synthesize it. The reactants are: [C:1]([O:5][C:6](=[O:30])[NH:7][C:8]12[CH2:13][CH:12]1[CH2:11][N:10]([S:14]([C:17]1[CH:22]=[CH:21][C:20]([CH3:23])=[CH:19][CH:18]=1)(=[O:16])=[O:15])[CH:9]2[C:24]1[CH:29]=[CH:28][CH:27]=[CH:26][CH:25]=1)([CH3:4])([CH3:3])[CH3:2].[H-].[Na+].[CH3:33]I. (3) Given the product [CH2:1]1[CH2:2][CH2:3][C:4]([CH2:11][NH2:12])([CH2:7][C:8]([OH:10])=[O:9])[CH2:5][CH2:6]1, predict the reactants needed to synthesize it. The reactants are: [CH2:1]1[CH2:6][CH2:5][C:4]([CH2:11][NH2:12])([CH2:7][C:8]([OH:10])=[O:9])[CH2:3][CH2:2]1.Cl.C1(CC(O)=O)(CC(N)=O)CCCCC1.[OH-].[Na+].[O-]Cl.[Na+].Cl.